Dataset: Forward reaction prediction with 1.9M reactions from USPTO patents (1976-2016). Task: Predict the product of the given reaction. (1) Given the reactants C(OC([NH:8][CH2:9][C@H:10]1[CH2:15][CH2:14][C@H:13]([C:16]([NH:18][C@H:19]([C:49](=[O:62])[NH:50][C:51]2[CH:56]=[CH:55][C:54]([C:57]3[N:58]=[N:59][NH:60][N:61]=3)=[CH:53][CH:52]=2)[CH2:20][C:21]2[CH:26]=[CH:25][C:24]([C:27]3[CH:32]=[CH:31][C:30]([C:33]([NH:35][C@@H:36]4[CH2:40][CH2:39][N:38](C(OC(C)(C)C)=O)[CH2:37]4)=[O:34])=[CH:29][C:28]=3[CH3:48])=[CH:23][CH:22]=2)=[O:17])[CH2:12][CH2:11]1)=O)(C)(C)C.[ClH:63], predict the reaction product. The product is: [ClH:63].[NH2:8][CH2:9][C@H:10]1[CH2:11][CH2:12][C@H:13]([C:16]([NH:18][C@H:19]([C:49](=[O:62])[NH:50][C:51]2[CH:52]=[CH:53][C:54]([C:57]3[N:58]=[N:59][NH:60][N:61]=3)=[CH:55][CH:56]=2)[CH2:20][C:21]2[CH:22]=[CH:23][C:24]([C:27]3[CH:32]=[CH:31][C:30]([C:33]([NH:35][C@@H:36]4[CH2:40][CH2:39][NH:38][CH2:37]4)=[O:34])=[CH:29][C:28]=3[CH3:48])=[CH:25][CH:26]=2)=[O:17])[CH2:14][CH2:15]1. (2) Given the reactants [F:1][CH2:2][CH2:3][N:4]1[CH2:9][CH2:8][N:7]([CH:10]2[CH2:15][CH2:14][N:13]([C:16]3[CH:21]=[CH:20][C:19]([N+:22]([O-])=O)=[C:18]([O:25][CH3:26])[CH:17]=3)[CH2:12][CH2:11]2)[CH2:6][CH2:5]1.[BH4-].[Na+], predict the reaction product. The product is: [F:1][CH2:2][CH2:3][N:4]1[CH2:9][CH2:8][N:7]([CH:10]2[CH2:15][CH2:14][N:13]([C:16]3[CH:21]=[CH:20][C:19]([NH2:22])=[C:18]([O:25][CH3:26])[CH:17]=3)[CH2:12][CH2:11]2)[CH2:6][CH2:5]1. (3) Given the reactants [C:1]([C:5]1[N:9]([CH2:10][CH:11]2[CH2:16][CH2:15][O:14][CH2:13][CH2:12]2)[C:8]2[CH:17]=[CH:18][C:19]([NH:21][C:22](=O)OC)=[CH:20][C:7]=2[N:6]=1)([CH3:4])([CH3:3])[CH3:2].Cl.CCOCC.[H-].[H-].[H-].[H-].[Li+].[Al+3], predict the reaction product. The product is: [C:1]([C:5]1[N:9]([CH2:10][CH:11]2[CH2:16][CH2:15][O:14][CH2:13][CH2:12]2)[C:8]2[CH:17]=[CH:18][C:19]([NH:21][CH3:22])=[CH:20][C:7]=2[N:6]=1)([CH3:4])([CH3:2])[CH3:3].